From a dataset of Forward reaction prediction with 1.9M reactions from USPTO patents (1976-2016). Predict the product of the given reaction. (1) Given the reactants [CH3:1][O:2][C:3](=[O:22])[CH:4]=[CH:5][CH:6]1[O:11][CH2:10][CH2:9][N:8](C(OCC2C=CC=CC=2)=O)[CH2:7]1, predict the reaction product. The product is: [NH:8]1[CH2:9][CH2:10][O:11][CH:6]([CH2:5][CH2:4][C:3]([O:2][CH3:1])=[O:22])[CH2:7]1. (2) The product is: [NH2:34][C:16]1[C:17]([NH:19][C:20]2[CH:21]=[C:22]([NH:26][C:27](=[O:33])[O:28][C:29]([CH3:31])([CH3:30])[CH3:32])[CH:23]=[CH:24][CH:25]=2)=[N:18][C:13]([NH:12][C:9]2[CH:10]=[CH:11][C:6]([O:5][CH2:4][CH2:3][O:2][CH3:1])=[CH:7][CH:8]=2)=[N:14][CH:15]=1. Given the reactants [CH3:1][O:2][CH2:3][CH2:4][O:5][C:6]1[CH:11]=[CH:10][C:9]([NH:12][C:13]2[N:18]=[C:17]([NH:19][C:20]3[CH:21]=[C:22]([NH:26][C:27](=[O:33])[O:28][C:29]([CH3:32])([CH3:31])[CH3:30])[CH:23]=[CH:24][CH:25]=3)[C:16]([N+:34]([O-])=O)=[CH:15][N:14]=2)=[CH:8][CH:7]=1.[NH4+].[Cl-], predict the reaction product.